This data is from Forward reaction prediction with 1.9M reactions from USPTO patents (1976-2016). The task is: Predict the product of the given reaction. (1) Given the reactants [C:1]([O:5][C:6](=[O:34])[N:7]([C@@H:9]1[CH2:13][CH2:12][N:11]([C:14]2[CH:19]=[CH:18][C:17]([N:20]3[CH2:29][CH2:28][C:27]4[C:22](=[CH:23][CH:24]=[C:25]([O:30]C)[CH:26]=4)[C:21]3=[O:32])=[CH:16][C:15]=2[F:33])[CH2:10]1)[CH3:8])([CH3:4])([CH3:3])[CH3:2].Br.C(=O)([O-])O.[Na+].CC(OC(OC(OC(C)(C)C)=O)=O)(C)C, predict the reaction product. The product is: [C:1]([O:5][C:6](=[O:34])[N:7]([C@@H:9]1[CH2:13][CH2:12][N:11]([C:14]2[CH:19]=[CH:18][C:17]([N:20]3[CH2:29][CH2:28][C:27]4[C:22](=[CH:23][CH:24]=[C:25]([OH:30])[CH:26]=4)[C:21]3=[O:32])=[CH:16][C:15]=2[F:33])[CH2:10]1)[CH3:8])([CH3:4])([CH3:2])[CH3:3]. (2) Given the reactants I[C:2]1[CH:11]=[C:10]2[C:5]([CH2:6][CH2:7][NH:8][C:9]2=[O:12])=[CH:4][CH:3]=1.C[C:14]([N:16](C)C)=O, predict the reaction product. The product is: [O:12]=[C:9]1[C:10]2[C:5](=[CH:4][CH:3]=[C:2]([C:14]#[N:16])[CH:11]=2)[CH2:6][CH2:7][NH:8]1. (3) Given the reactants Cl[CH2:2][O:3][C:4](=[O:30])[N:5]([C:14]1[CH:19]=[CH:18][C:17]([C:20](=[O:28])[C:21]2[CH:26]=[CH:25][CH:24]=[CH:23][C:22]=2[CH3:27])=[C:16]([Cl:29])[CH:15]=1)[C:6]1[CH:11]=[CH:10][C:9]([F:12])=[CH:8][C:7]=1[CH3:13].[CH3:31][C:32]([CH3:37])([CH3:36])[C:33]([O-:35])=[O:34].C([N+](CCCC)(CCCC)CCCC)CCC, predict the reaction product. The product is: [Cl:29][C:16]1[CH:15]=[C:14]([N:5]([C:6]2[CH:11]=[CH:10][C:9]([F:12])=[CH:8][C:7]=2[CH3:13])[C:4]([O:3][CH2:2][O:35][C:33](=[O:34])[C:32]([CH3:37])([CH3:36])[CH3:31])=[O:30])[CH:19]=[CH:18][C:17]=1[C:20](=[O:28])[C:21]1[CH:26]=[CH:25][CH:24]=[CH:23][C:22]=1[CH3:27]. (4) Given the reactants [NH2:1][CH2:2][CH2:3][NH:4][C:5]([C:7]1[N:15]=[C:14]2[C:10]([N:11]=[CH:12][N:13]2[C@@H:16]2[CH2:20][C@H:19]([N:21]3[CH:25]=[C:24]([CH2:26][OH:27])[CH:23]=[N:22]3)[C@@H:18]([OH:28])[C@H:17]2[OH:29])=[C:9]([NH:30][CH2:31][CH:32]([C:39]2[CH:44]=[CH:43][CH:42]=[CH:41][CH:40]=2)[C:33]2[CH:38]=[CH:37][CH:36]=[CH:35][CH:34]=2)[N:8]=1)=[O:6].[CH2:45]([NH:53][C:54](N1C=CN=C1)=[O:55])[CH2:46][C:47]1[CH:52]=[CH:51][CH:50]=[CH:49][CH:48]=1, predict the reaction product. The product is: [CH2:45]([NH:53][C:54](=[O:55])[NH:1][CH2:2][CH2:3][NH:4][C:5]([C:7]1[N:15]=[C:14]2[C:10]([N:11]=[CH:12][N:13]2[C@@H:16]2[CH2:20][C@H:19]([N:21]3[CH:25]=[C:24]([CH2:26][OH:27])[CH:23]=[N:22]3)[C@@H:18]([OH:28])[C@H:17]2[OH:29])=[C:9]([NH:30][CH2:31][CH:32]([C:39]2[CH:40]=[CH:41][CH:42]=[CH:43][CH:44]=2)[C:33]2[CH:34]=[CH:35][CH:36]=[CH:37][CH:38]=2)[N:8]=1)=[O:6])[CH2:46][C:47]1[CH:52]=[CH:51][CH:50]=[CH:49][CH:48]=1. (5) Given the reactants [NH:1]1[CH2:6][CH2:5][O:4][CH2:3][CH2:2]1.C(O)(=O)C.[F:11][C:12]1[CH:17]=[CH:16][C:15]([CH2:18][O:19][C:20]2[CH:34]=[CH:33][C:32]([CH:35]=O)=[CH:31][C:21]=2[C:22]([NH:24][C:25]2[CH:30]=[CH:29][N:28]=[N:27][CH:26]=2)=[O:23])=[CH:14][CH:13]=1.C(O[BH-](OC(=O)C)OC(=O)C)(=O)C.[Na+], predict the reaction product. The product is: [F:11][C:12]1[CH:13]=[CH:14][C:15]([CH2:18][O:19][C:20]2[CH:34]=[CH:33][C:32]([CH2:35][N:1]3[CH2:6][CH2:5][O:4][CH2:3][CH2:2]3)=[CH:31][C:21]=2[C:22]([NH:24][C:25]2[CH:30]=[CH:29][N:28]=[N:27][CH:26]=2)=[O:23])=[CH:16][CH:17]=1. (6) Given the reactants [N+:1]([C:4]1[CH:18]=[CH:17][CH:16]=[CH:15][C:5]=1[NH:6][CH2:7][CH2:8][C:9]1[CH:10]=[N:11][CH:12]=[CH:13][CH:14]=1)([O-])=O, predict the reaction product. The product is: [NH2:1][C:4]1[CH:18]=[CH:17][CH:16]=[CH:15][C:5]=1[NH:6][CH2:7][CH2:8][C:9]1[CH:10]=[N:11][CH:12]=[CH:13][CH:14]=1.